Task: Predict the reaction yield, written as a fraction of the theoretical maximum amount of product (1.0 means a 100% yield; for example, 0.34 means a 34% yield).. Dataset: Reaction yield outcomes from USPTO patents with 853,638 reactions (1) The reactants are C(OC(=O)[NH:10][CH2:11][CH2:12][O:13][C:14]1[CH:19]=[CH:18][C:17]([C:20]2[S:21][CH:22]=[C:23]([C:25]3[CH:30]=[CH:29][CH:28]=[CH:27][CH:26]=3)[N:24]=2)=[CH:16][CH:15]=1)C1C=CC=CC=1.CS(O)(=O)=O.[OH-].[Na+]. The catalyst is C(Cl)Cl. The product is [C:25]1([C:23]2[N:24]=[C:20]([C:17]3[CH:16]=[CH:15][C:14]([O:13][CH2:12][CH2:11][NH2:10])=[CH:19][CH:18]=3)[S:21][CH:22]=2)[CH:26]=[CH:27][CH:28]=[CH:29][CH:30]=1. The yield is 0.780. (2) The reactants are O[C@@H:2]1[CH2:6][CH2:5][C@H:4]([CH2:7][CH2:8][CH2:9][CH2:10][PH:11](=[O:15])[O:12]CC)[CH2:3]1.CCOC(/[N:21]=N/C(OCC)=O)=O.N=[N+]=[N-].C1(P(C2C=CC=CC=2)C2C=CC=CC=2)C=CC=CC=1. The catalyst is C1COCC1.O.C1C=CC=CC=1. The product is [NH2:21][C@H:2]1[CH2:6][CH2:5][C@H:4]([CH2:7][CH2:8][CH2:9][CH2:10][PH:11](=[O:15])[OH:12])[CH2:3]1. The yield is 0.490. (3) The reactants are [CH:1]([N:4]1[CH:8]=[CH:7][C:6]([C:9](OC)=[O:10])=[N:5]1)([CH3:3])[CH3:2].[H-].[Al+3].[Li+].[H-].[H-].[H-]. The catalyst is CCOCC. The product is [CH:1]([N:4]1[CH:8]=[CH:7][C:6]([CH2:9][OH:10])=[N:5]1)([CH3:3])[CH3:2]. The yield is 0.830. (4) The reactants are [NH2:1][C:2]1[CH:7]=[CH:6][CH:5]=[C:4]([Br:8])[N:3]=1.[C:9]1(C)[CH:14]=[CH:13][CH:12]=[CH:11][CH:10]=1.C(CC(=O)C)C(C)=O.C(OCC)(=O)C.CCCCCC. The catalyst is C(O)(=O)C.C(OCC)(=O)C. The product is [Br:8][C:4]1[CH:5]=[CH:6][CH:7]=[C:2]([N:1]2[C:11]([CH3:12])=[CH:10][CH:9]=[C:14]2[CH3:13])[N:3]=1. The yield is 0.470. (5) The reactants are [Cl:1][C:2]1[CH:7]=[CH:6][CH:5]=[CH:4][C:3]=1[C:8]1[C:13]([Cl:14])=[CH:12][C:11](OC)=[C:10]([C:17]([N:19]2[CH2:24][CH2:23][N:22]([C:25]([O:27]C(C)(C)C)=O)[CH2:21][CH2:20]2)=[O:18])[CH:9]=1.[CH2:32](N(CC)CC)[CH3:33].[C:39](Cl)(=O)C=C.[OH2:44]. The catalyst is Cl.CO.C(Cl)Cl. The product is [Cl:1][C:2]1[CH:7]=[CH:6][CH:5]=[CH:4][C:3]=1[C:8]1[C:13]([Cl:14])=[CH:12][C:11]([O:44][CH3:39])=[C:10]([C:17]([N:19]2[CH2:20][CH2:21][N:22]([C:25](=[O:27])[CH:32]=[CH2:33])[CH2:23][CH2:24]2)=[O:18])[CH:9]=1. The yield is 0.100. (6) The reactants are [NH2:1][C:2]1[C:7]([Cl:8])=[C:6]([N:9]2[CH2:19][CH2:18][C:12]3([C:16](=[O:17])[NH:15][CH2:14][CH2:13]3)[CH2:11][CH2:10]2)[C:5](Br)=[CH:4][N:3]=1.CC1(C)C(C)(C)OB([C:29]2[CH:37]=[C:36]3[C:32]([CH2:33][C:34](=[O:38])[NH:35]3)=[CH:31][CH:30]=2)O1.C(=O)([O-])[O-].[Na+].[Na+]. The catalyst is C1C=CC([P]([Pd]([P](C2C=CC=CC=2)(C2C=CC=CC=2)C2C=CC=CC=2)([P](C2C=CC=CC=2)(C2C=CC=CC=2)C2C=CC=CC=2)[P](C2C=CC=CC=2)(C2C=CC=CC=2)C2C=CC=CC=2)(C2C=CC=CC=2)C2C=CC=CC=2)=CC=1.C(#N)C. The product is [NH2:1][C:2]1[N:3]=[CH:4][C:5]([C:29]2[CH:37]=[C:36]3[C:32]([CH2:33][C:34](=[O:38])[NH:35]3)=[CH:31][CH:30]=2)=[C:6]([N:9]2[CH2:19][CH2:18][C:12]3([C:16](=[O:17])[NH:15][CH2:14][CH2:13]3)[CH2:11][CH2:10]2)[C:7]=1[Cl:8]. The yield is 0.350. (7) The reactants are [CH3:1][N:2]([CH3:15])[CH2:3][C:4]1[CH:9]=[CH:8][C:7]([CH:10]2[CH2:14][CH2:13][CH2:12][NH:11]2)=[CH:6][CH:5]=1.[Br:16][C:17]1[C:18]([OH:27])=[CH:19][C:20]([OH:26])=[C:21]([CH:25]=1)[C:22](O)=[O:23].C(N(C(C)C)CC)(C)C.P(F)(F)(F)(F)F.N1(OC(N(C)C)=[N+](C)C)C2N=CC=CC=2N=N1.C([O-])(O)=O.[Na+]. The catalyst is CN(C=O)C.CCOC(C)=O. The product is [Br:16][C:17]1[CH:25]=[C:21]([C:22]([N:11]2[CH2:12][CH2:13][CH2:14][CH:10]2[C:7]2[CH:6]=[CH:5][C:4]([CH2:3][N:2]([CH3:15])[CH3:1])=[CH:9][CH:8]=2)=[O:23])[C:20]([OH:26])=[CH:19][C:18]=1[OH:27]. The yield is 0.370.